This data is from Full USPTO retrosynthesis dataset with 1.9M reactions from patents (1976-2016). The task is: Predict the reactants needed to synthesize the given product. (1) Given the product [Cl:10][C:11]1[C:12]([NH:9][C:4]2[CH:5]=[CH:6][CH:7]=[CH:8][C:3]=2[O:2][CH3:1])=[N:13][CH:14]=[C:15]([CH:21]=1)[C:16]([O:18][CH2:19][CH3:20])=[O:17], predict the reactants needed to synthesize it. The reactants are: [CH3:1][O:2][C:3]1[C:4]([NH2:9])=[CH:5][CH:6]=[CH:7][CH:8]=1.[Cl:10][C:11]1[C:12](Cl)=[N:13][CH:14]=[C:15]([CH:21]=1)[C:16]([O:18][CH2:19][CH3:20])=[O:17].C(=O)([O-])[O-].[Cs+].[Cs+]. (2) Given the product [Cl:23][C:22]1[C:17]([NH:8][C:6]2[CH:7]=[C:2]([I:1])[CH:3]=[CH:4][C:5]=2[O:9][CH:10]2[CH2:15][CH2:14][O:13][CH2:12][CH2:11]2)=[N:18][C:19]([NH2:24])=[N:20][CH:21]=1, predict the reactants needed to synthesize it. The reactants are: [I:1][C:2]1[CH:3]=[CH:4][C:5]([O:9][CH:10]2[CH2:15][CH2:14][O:13][CH2:12][CH2:11]2)=[C:6]([NH2:8])[CH:7]=1.Cl[C:17]1[C:22]([Cl:23])=[CH:21][N:20]=[C:19]([NH2:24])[N:18]=1.Cl.[OH-].[Na+]. (3) Given the product [Br:28][C:26]1[CH:25]=[N:24][CH:23]=[C:22]([N:29]2[CH2:33][CH2:34][CH2:35][C@H:36]2[C:31]([CH3:32])([CH3:37])[O:8][SiH2:1][C:4]([CH3:7])([CH3:6])[CH3:5])[CH:27]=1, predict the reactants needed to synthesize it. The reactants are: [Si:1]([O:8]C[C@@H]1CCCN1)([C:4]([CH3:7])([CH3:6])[CH3:5])(C)C.CC(C)([O-])C.[Na+].Br[C:22]1[CH:23]=[N:24][CH:25]=[C:26]([Br:28])[CH:27]=1.[NH4+:29].[Cl-].[C:31]1([CH3:37])[CH:36]=[CH:35][CH:34]=[CH:33][CH:32]=1. (4) Given the product [C:12]([O:11][CH2:10][CH:8]1[O:9][CH:4]([CH2:77][C:76]([OH:79])=[O:78])[CH:5]([O:31][CH2:32][C:33]2[CH:38]=[CH:37][CH:36]=[CH:35][CH:34]=2)[CH:6]([O:23][CH2:24][C:25]2[CH:26]=[CH:27][CH:28]=[CH:29][CH:30]=2)[CH:7]1[O:15][CH2:16][C:17]1[CH:22]=[CH:21][CH:20]=[CH:19][CH:18]=1)(=[O:39])[CH3:13], predict the reactants needed to synthesize it. The reactants are: C([CH:4]1[O:9][CH:8]([CH2:10][O:11][C:12](=O)[CH3:13])[CH:7]([O:15][CH2:16][C:17]2[CH:22]=[CH:21][CH:20]=[CH:19][CH:18]=2)[CH:6]([O:23][CH2:24][C:25]2[CH:30]=[CH:29][CH:28]=[CH:27][CH:26]=2)[CH:5]1[O:31][CH2:32][C:33]1[CH:38]=[CH:37][CH:36]=[CH:35][CH:34]=1)C=C.[OH2:39].CCCCCCCC(C([NH3+])(C(CCCCCCC)=O)C(CCCCCCC)=O)=O.[Cl-].[Mn]([O-])(=O)(=O)=O.[K+].[C:76]([OH:79])(=[O:78])[CH3:77]. (5) Given the product [CH3:21][C:22]1([CH3:38])[C:26]([CH3:28])([CH3:27])[O:25][B:24]([C:2]2[CH:3]=[C:4]3[N:10]=[C:9]([C:11]4[CH:16]=[CH:15][C:14]([C:17]([F:20])([F:19])[F:18])=[CH:13][CH:12]=4)[O:8][C:5]3=[N:6][CH:7]=2)[O:23]1, predict the reactants needed to synthesize it. The reactants are: Br[C:2]1[CH:3]=[C:4]2[N:10]=[C:9]([C:11]3[CH:16]=[CH:15][C:14]([C:17]([F:20])([F:19])[F:18])=[CH:13][CH:12]=3)[O:8][C:5]2=[N:6][CH:7]=1.[CH3:21][C:22]1([CH3:38])[C:26]([CH3:28])([CH3:27])[O:25][B:24]([B:24]2[O:25][C:26]([CH3:28])([CH3:27])[C:22]([CH3:38])([CH3:21])[O:23]2)[O:23]1.C([O-])(=O)C.[K+].C(Cl)Cl. (6) Given the product [NH2:1][C:2]1[S:3][C:4]([C:24]2[CH:29]=[CH:28][N:27]=[C:26]([NH:42][C:38]3[CH:39]=[CH:40][CH:41]=[C:36]([O:35][CH2:34][CH2:33][N:32]([CH3:43])[CH3:31])[CH:37]=3)[N:25]=2)=[C:5]([C:7]2[CH:8]=[C:9]([NH:13][C:14](=[O:23])[C:15]3[C:20]([F:21])=[CH:19][CH:18]=[CH:17][C:16]=3[F:22])[CH:10]=[CH:11][CH:12]=2)[N:6]=1, predict the reactants needed to synthesize it. The reactants are: [NH2:1][C:2]1[S:3][C:4]([C:24]2[CH:29]=[CH:28][N:27]=[C:26](Cl)[N:25]=2)=[C:5]([C:7]2[CH:8]=[C:9]([NH:13][C:14](=[O:23])[C:15]3[C:20]([F:21])=[CH:19][CH:18]=[CH:17][C:16]=3[F:22])[CH:10]=[CH:11][CH:12]=2)[N:6]=1.[CH3:31][N:32]([CH3:43])[CH2:33][CH2:34][O:35][C:36]1[CH:37]=[C:38]([NH2:42])[CH:39]=[CH:40][CH:41]=1. (7) Given the product [NH2:11][C:7]1[C:6]2[N:5]([C:4]([C@@H:12]3[CH2:20][CH2:19][C@@H:18]4[N:14]([CH2:15][CH2:16][CH2:17]4)[CH2:13]3)=[N:3][C:2]=2[C:29]2[CH:47]=[CH:46][C:32]([C:33]([NH:35][C:36]3[CH:41]=[C:40]([C:42]([F:43])([F:44])[F:45])[CH:39]=[CH:38][N:37]=3)=[O:34])=[CH:31][CH:30]=2)[CH:10]=[CH:9][N:8]=1, predict the reactants needed to synthesize it. The reactants are: Br[C:2]1[N:3]=[C:4]([C@@H:12]2[CH2:20][CH2:19][C@@H:18]3[N:14]([CH2:15][CH2:16][CH2:17]3)[CH2:13]2)[N:5]2[CH:10]=[CH:9][N:8]=[C:7]([NH2:11])[C:6]=12.CC1(C)C(C)(C)OB([C:29]2[CH:47]=[CH:46][C:32]([C:33]([NH:35][C:36]3[CH:41]=[C:40]([C:42]([F:45])([F:44])[F:43])[CH:39]=[CH:38][N:37]=3)=[O:34])=[CH:31][CH:30]=2)O1.C([O-])([O-])=O.[K+].[K+].O.